Task: Regression. Given two drug SMILES strings and cell line genomic features, predict the synergy score measuring deviation from expected non-interaction effect.. Dataset: Merck oncology drug combination screen with 23,052 pairs across 39 cell lines Drug 1: O=S1(=O)NC2(CN1CC(F)(F)F)C1CCC2Cc2cc(C=CCN3CCC(C(F)(F)F)CC3)ccc2C1. Drug 2: CC1(c2nc3c(C(N)=O)cccc3[nH]2)CCCN1. Synergy scores: synergy=4.78. Cell line: SKMEL30.